From a dataset of Forward reaction prediction with 1.9M reactions from USPTO patents (1976-2016). Predict the product of the given reaction. Given the reactants [CH3:1][C:2]1[CH:3]=[CH:4][C:5]([CH2:8][NH2:9])=[CH:6][CH:7]=1.[Br:10][C:11]1[CH:12]=[CH:13][C:14]2[N:15]([N:17]=[C:18]([C:20](OCC)=[O:21])[N:19]=2)[CH:16]=1, predict the reaction product. The product is: [Br:10][C:11]1[CH:12]=[CH:13][C:14]2[N:15]([N:17]=[C:18]([C:20]([NH:9][CH2:8][C:5]3[CH:6]=[CH:7][C:2]([CH3:1])=[CH:3][CH:4]=3)=[O:21])[N:19]=2)[CH:16]=1.